From a dataset of Reaction yield outcomes from USPTO patents with 853,638 reactions. Predict the reaction yield, written as a fraction of the theoretical maximum amount of product (1.0 means a 100% yield; for example, 0.34 means a 34% yield). (1) The reactants are [C:1]([O:5][C:6]([NH:8][C@@H:9]([C:16]([OH:18])=O)[CH2:10][C:11]1[N:15]=[CH:14][NH:13][CH:12]=1)=[O:7])([CH3:4])([CH3:3])[CH3:2].CN(C(ON1N=NC2C=CC=CC1=2)=[N+](C)C)C.[B-](F)(F)(F)F.C1C=CC2N(O)N=NC=2C=1.CN1CCOCC1.Cl.[CH3:59][O:60][C:61]1[CH:62]=[C:63]([C:69]2[C@@H:78]3[C@@H:73]([CH2:74][CH2:75][CH2:76][CH2:77]3)[C:72](=[O:79])[N:71]([CH:80]3[CH2:85][CH2:84][NH:83][CH2:82][CH2:81]3)[N:70]=2)[CH:64]=[CH:65][C:66]=1[O:67][CH3:68]. The catalyst is CN(C=O)C.O. The product is [OH-:5].[NH4+:8].[CH3:59][O:60][C:61]1[CH:62]=[C:63]([C:69]2[C@@H:78]3[C@@H:73]([CH2:74][CH2:75][CH2:76][CH2:77]3)[C:72](=[O:79])[N:71]([CH:80]3[CH2:81][CH2:82][N:83]([C:16](=[O:18])[C@H:9]([NH:8][C:6](=[O:7])[O:5][C:1]([CH3:2])([CH3:3])[CH3:4])[CH2:10][C:11]4[N:15]=[CH:14][NH:13][CH:12]=4)[CH2:84][CH2:85]3)[N:70]=2)[CH:64]=[CH:65][C:66]=1[O:67][CH3:68]. The yield is 0.0200. (2) The reactants are [Si:1](Cl)([C:4]([CH3:7])([CH3:6])[CH3:5])([CH3:3])[CH3:2].[Br:9][CH2:10][CH2:11][CH2:12][CH2:13][CH2:14][CH2:15][OH:16].N1C=CN=C1. The catalyst is CN(C)C=O.O. The product is [Br:9][CH2:10][CH2:11][CH2:12][CH2:13][CH2:14][CH2:15][O:16][Si:1]([C:4]([CH3:7])([CH3:6])[CH3:5])([CH3:3])[CH3:2]. The yield is 0.980. (3) The reactants are Br[CH2:2][C:3]#[C:4][CH3:5].[O:6]=[CH:7][C:8]1[CH:16]=[CH:15][C:13]([OH:14])=[C:10]([O:11]C)[CH:9]=1.[C:17](=O)([O-])[O-].[K+].[K+]. The catalyst is CC(C)=O. The product is [CH2:2]([O:11][C:10]1[CH:9]=[C:8]([CH:16]=[CH:15][C:13]=1[O:14][CH3:17])[CH:7]=[O:6])[C:3]#[C:4][CH3:5]. The yield is 0.960. (4) The reactants are [F:1][C:2]1[CH:3]=[CH:4][C:5]([OH:24])=[C:6]([C:8]2(O)[C:16]3[C:11](=[CH:12][CH:13]=[CH:14][CH:15]=3)[N:10]([CH2:17][CH2:18][CH2:19][CH2:20][CH3:21])[C:9]2=[O:22])[CH:7]=1.FC(F)(F)C(O)=O.C([SiH](CC)CC)C. The catalyst is ClCCl. The product is [F:1][C:2]1[CH:3]=[CH:4][C:5]([OH:24])=[C:6]([CH:8]2[C:16]3[C:11](=[CH:12][CH:13]=[CH:14][CH:15]=3)[N:10]([CH2:17][CH2:18][CH2:19][CH2:20][CH3:21])[C:9]2=[O:22])[CH:7]=1. The yield is 0.910. (5) The reactants are F[C:2]1[CH:10]=[CH:9][C:8]([C:11]([F:14])([F:13])[F:12])=[CH:7][C:3]=1[C:4]([OH:6])=[O:5].C(Cl)(=O)C(Cl)=O.CN(C=O)C.[CH:26]1([NH2:29])[CH2:28][CH2:27]1. The catalyst is C(Cl)Cl.C(OCC)(=O)C. The product is [CH:26]1([NH:29][C:2]2[CH:10]=[CH:9][C:8]([C:11]([F:14])([F:13])[F:12])=[CH:7][C:3]=2[C:4]([OH:6])=[O:5])[CH2:28][CH2:27]1. The yield is 0.330.